Dataset: Full USPTO retrosynthesis dataset with 1.9M reactions from patents (1976-2016). Task: Predict the reactants needed to synthesize the given product. (1) Given the product [CH:26]1([C:8]2[C:9]([O:11][CH2:12][C:13]34[CH2:14][C:15]5([CH3:25])[CH2:16][C:17]([CH3:24])([CH2:18][C:19]([CH3:22])([CH2:21]5)[CH2:20]3)[CH2:23]4)=[CH:10][C:5]3[N:6]([C:2]([NH:35][S:32]([CH3:29])(=[O:34])=[O:33])=[N:3][N:4]=3)[CH:7]=2)[CH2:28][CH2:27]1, predict the reactants needed to synthesize it. The reactants are: Br[C:2]1[N:6]2[CH:7]=[C:8]([CH:26]3[CH2:28][CH2:27]3)[C:9]([O:11][CH2:12][C:13]34[CH2:23][C:17]5([CH3:24])[CH2:18][C:19]([CH3:22])([CH2:21][C:15]([CH3:25])([CH2:16]5)[CH2:14]3)[CH2:20]4)=[CH:10][C:5]2=[N:4][N:3]=1.[CH:29]1([S:32]([NH2:35])(=[O:34])=[O:33])CC1.CS(N)(=O)=O. (2) Given the product [CH3:25][O:15][C:14](=[O:16])[CH2:13][C:10]1[CH:11]=[C:12]2[C:7](=[CH:8][CH:9]=1)[N:6]=[CH:21][CH:19]=[CH:18]2, predict the reactants needed to synthesize it. The reactants are: S(=O)(=O)(O)O.[NH2:6][C:7]1[CH:12]=[CH:11][C:10]([CH2:13][C:14]([OH:16])=[O:15])=[CH:9][CH:8]=1.O[CH2:18][CH:19]([CH2:21]O)O.[OH-].[Na+].[CH3:25]O. (3) Given the product [ClH:38].[ClH:38].[C:28]1([S:25]([N:22]2[C:23]3[C:19](=[CH:18][CH:17]=[C:16]([NH:15][CH2:14][CH:11]4[CH2:12][CH2:13][NH:8][CH2:9][CH2:10]4)[CH:24]=3)[CH:20]=[N:21]2)(=[O:26])=[O:27])[C:37]2[C:32](=[CH:33][CH:34]=[CH:35][CH:36]=2)[CH:31]=[CH:30][CH:29]=1, predict the reactants needed to synthesize it. The reactants are: C(OC([N:8]1[CH2:13][CH2:12][CH:11]([CH2:14][NH:15][C:16]2[CH:24]=[C:23]3[C:19]([CH:20]=[N:21][N:22]3[S:25]([C:28]3[C:37]4[C:32](=[CH:33][CH:34]=[CH:35][CH:36]=4)[CH:31]=[CH:30][CH:29]=3)(=[O:27])=[O:26])=[CH:18][CH:17]=2)[CH2:10][CH2:9]1)=O)(C)(C)C.[ClH:38]. (4) The reactants are: C(=O)([O-])[O-].[K+].[K+].[I:7][C:8]1[CH:13]=[CH:12][C:11]([OH:14])=[CH:10][CH:9]=1.CS(O[CH:20]([CH3:42])[CH2:21][O:22][C:23]([C:36]1[CH:41]=[CH:40][CH:39]=[CH:38][CH:37]=1)([C:30]1[CH:35]=[CH:34][CH:33]=[CH:32][CH:31]=1)[C:24]1[CH:29]=[CH:28][CH:27]=[CH:26][CH:25]=1)(=O)=O. Given the product [I:7][C:8]1[CH:13]=[CH:12][C:11]([O:14][CH:20]([CH3:42])[CH2:21][O:22][C:23]([C:30]2[CH:35]=[CH:34][CH:33]=[CH:32][CH:31]=2)([C:24]2[CH:25]=[CH:26][CH:27]=[CH:28][CH:29]=2)[C:36]2[CH:41]=[CH:40][CH:39]=[CH:38][CH:37]=2)=[CH:10][CH:9]=1, predict the reactants needed to synthesize it. (5) Given the product [OH:41][CH2:40][CH2:39][NH:38][C:8](=[O:10])[C:6]1[CH:5]=[CH:4][C:3]([C:11]2[CH:19]=[C:18]([C:20]([F:23])([F:21])[F:22])[CH:17]=[C:16]3[C:12]=2[CH:13]=[N:14][NH:15]3)=[C:2]([CH3:1])[N:7]=1, predict the reactants needed to synthesize it. The reactants are: [CH3:1][C:2]1[N:7]=[C:6]([C:8]([OH:10])=O)[CH:5]=[CH:4][C:3]=1[C:11]1[CH:19]=[C:18]([C:20]([F:23])([F:22])[F:21])[CH:17]=[C:16]2[C:12]=1[CH:13]=[N:14][NH:15]2.C1C=CC2N(O)N=NC=2C=1.C(Cl)CCl.[NH2:38][CH2:39][CH2:40][OH:41].C(N(C(C)C)C(C)C)C. (6) Given the product [OH:22][C:2]1[CH:7]=[CH:6][C:5]([CH:8]([CH3:19])[C:9]([C:11]2[CH:16]=[CH:15][C:14]([O:17][CH3:18])=[CH:13][CH:12]=2)=[O:10])=[CH:4][CH:3]=1, predict the reactants needed to synthesize it. The reactants are: N[C:2]1[CH:7]=[CH:6][C:5]([CH:8]([CH3:19])[C:9]([C:11]2[CH:16]=[CH:15][C:14]([O:17][CH3:18])=[CH:13][CH:12]=2)=[O:10])=[CH:4][CH:3]=1.Cl.N([O-])=[O:22].[Na+].F[B-](F)(F)F.[Na+].C([O-])([O-])=O.[K+].[K+]. (7) Given the product [C@H:1]1([N:13]2[CH2:18][CH:17]=[C:16]([C:19]3[C:27]4[C:22](=[CH:23][CH:24]=[C:25]([N+:28]#[C-:29])[CH:26]=4)[N:21]([CH2:30][CH:31]([OH:32])[CH2:33][N:35]([CH3:36])[CH3:34])[CH:20]=3)[CH2:15][CH2:14]2)[C:11]2=[C:12]3[C:7](=[CH:8][CH:9]=[CH:10]2)[CH:6]=[CH:5][CH:4]=[C:3]3[CH2:2]1, predict the reactants needed to synthesize it. The reactants are: [C@@H:1]1([N:13]2[CH2:18][CH:17]=[C:16]([C:19]3[C:27]4[C:22](=[CH:23][CH:24]=[C:25]([N+:28]#[C-:29])[CH:26]=4)[N:21]([CH2:30][CH:31]4[CH2:33][O:32]4)[CH:20]=3)[CH2:15][CH2:14]2)[C:11]2=[C:12]3[C:7](=[CH:8][CH:9]=[CH:10]2)[CH:6]=[CH:5][CH:4]=[C:3]3[CH2:2]1.[CH3:34][NH:35][CH3:36].